Task: Predict the product of the given reaction.. Dataset: Forward reaction prediction with 1.9M reactions from USPTO patents (1976-2016) (1) Given the reactants [CH3:1][C:2]1[CH:3]=[C:4]([CH:8]=[C:9]([C:11]2[C:15]3[C:16]([NH:20][CH:21]4[CH2:26][CH2:25][O:24][CH2:23][CH2:22]4)=[N:17][CH:18]=[CH:19][C:14]=3[NH:13][N:12]=2)[N:10]=1)[C:5]([OH:7])=O.COC1C=CC([CH2:33][N:34]2[C:42]3C=CN=C(NC4CCOCC4)C=3C(C3C=C(C=C(C)N=3)C(OCC)=O)=N2)=CC=1, predict the reaction product. The product is: [CH3:33][N:34]([CH3:42])[C:5](=[O:7])[C:4]1[CH:8]=[C:9]([C:11]2[C:15]3[C:16]([NH:20][CH:21]4[CH2:26][CH2:25][O:24][CH2:23][CH2:22]4)=[N:17][CH:18]=[CH:19][C:14]=3[NH:13][N:12]=2)[N:10]=[C:2]([CH3:1])[CH:3]=1. (2) Given the reactants C1(P(C2C=CC=CC=2)C2C=CC=CC=2)C=CC=CC=1.N(C(OC(C)C)=O)=NC(OC(C)C)=O.[C:34]([OH:42])(=[O:41])[C:35]1[CH:40]=[CH:39][CH:38]=[CH:37][CH:36]=1.[CH2:43]([O:50][C:51]([N:53]1[CH2:57][CH:56]2[CH:58](O)[CH:59]([F:61])[CH2:60][CH:55]2[CH2:54]1)=[O:52])[C:44]1[CH:49]=[CH:48][CH:47]=[CH:46][CH:45]=1, predict the reaction product. The product is: [CH2:43]([O:50][C:51]([N:53]1[CH2:57][CH:56]2[CH:58]([O:41][C:34](=[O:42])[C:35]3[CH:40]=[CH:39][CH:38]=[CH:37][CH:36]=3)[CH:59]([F:61])[CH2:60][CH:55]2[CH2:54]1)=[O:52])[C:44]1[CH:45]=[CH:46][CH:47]=[CH:48][CH:49]=1.